Dataset: Full USPTO retrosynthesis dataset with 1.9M reactions from patents (1976-2016). Task: Predict the reactants needed to synthesize the given product. (1) Given the product [NH:8]1[C:12]2[CH:13]=[CH:14][C:15]([C@@H:17]([NH:19][C:21]3[N:26]=[C:25]([NH:27][C:28]4[CH:29]=[C:30]([CH:33]5[CH2:35][CH2:34]5)[NH:31][N:32]=4)[CH:24]=[CH:23][N:22]=3)[CH3:18])=[CH:16][C:11]=2[N:10]=[CH:9]1, predict the reactants needed to synthesize it. The reactants are: Cl.O1CCCCC1[N:8]1[C:12]2[CH:13]=[CH:14][C:15]([C@@H:17]([NH2:19])[CH3:18])=[CH:16][C:11]=2[N:10]=[CH:9]1.Cl[C:21]1[N:26]=[C:25]([NH:27][C:28]2[NH:32][N:31]=[C:30]([CH:33]3[CH2:35][CH2:34]3)[CH:29]=2)[CH:24]=[CH:23][N:22]=1.CCCCO.CCN(C(C)C)C(C)C. (2) Given the product [CH:18]([NH:21][C:24]1[N:25]=[C:26]([NH:34][CH2:35][CH2:36][CH3:37])[N:27]=[C:28]([NH:30][CH2:31][C:32]#[CH:33])[N:29]=1)([CH3:20])[CH3:19], predict the reactants needed to synthesize it. The reactants are: ClC1N=C(NNCC#C)N=C(NNCCC)N=1.[CH:18]([NH2:21])([CH3:20])[CH3:19].CN(C)[C:24]1[N:29]=[C:28]([NH:30][CH2:31][CH2:32][CH3:33])[N:27]=[C:26]([NH:34][CH2:35][C:36]#[CH:37])[N:25]=1. (3) Given the product [CH2:1]([C@@H:3]1[CH2:8][O:7][CH2:6][CH2:5][N:4]1[C:9]1[N:14]=[C:13]([NH:15][CH3:16])[N:12]=[C:11]([C:17]2[CH:24]=[C:23]3[C:20]([C:21]([NH2:22])=[N:31][NH:32]3)=[C:19]([O:27][CH2:28][CH3:29])[CH:18]=2)[CH:10]=1)[CH3:2], predict the reactants needed to synthesize it. The reactants are: [CH2:1]([C@@H:3]1[CH2:8][O:7][CH2:6][CH2:5][N:4]1[C:9]1[N:14]=[C:13]([NH:15][CH3:16])[N:12]=[C:11]([C:17]2[CH:24]=[C:23](F)[C:20]([C:21]#[N:22])=[C:19](F)[CH:18]=2)[CH:10]=1)[CH3:2].[O-:27][CH2:28][CH3:29].[Na+].[NH2:31][NH2:32].CCN(C(C)C)C(C)C. (4) Given the product [F:17][C:4]1[CH:3]=[C:2]([NH:1][C:25]([O:27][C:28]2[CH:33]=[CH:32][CH:31]=[CH:30][CH:29]=2)=[O:26])[CH:7]=[CH:6][C:5]=1[CH:8]([C:9]([O:11][CH3:12])=[O:10])[C:13]([O:15][CH3:16])=[O:14], predict the reactants needed to synthesize it. The reactants are: [NH2:1][C:2]1[CH:7]=[CH:6][C:5]([CH:8]([C:13]([O:15][CH3:16])=[O:14])[C:9]([O:11][CH3:12])=[O:10])=[C:4]([F:17])[CH:3]=1.N1C=CC=CC=1.Cl[C:25]([O:27][C:28]1[CH:33]=[CH:32][CH:31]=[CH:30][CH:29]=1)=[O:26]. (5) Given the product [Cl:17][C:18]1[CH:23]=[CH:22][C:21]([S:24][C:25]2[CH:26]=[N:27][NH:28][C:29]=2[C:30]2[CH:39]=[C:38]3[C:33]([CH:34]=[C:35]([C:40]([O:42][CH3:43])=[O:41])[N:36]=[CH:37]3)=[CH:32][CH:31]=2)=[CH:20][CH:19]=1, predict the reactants needed to synthesize it. The reactants are: N1C(C2C=C3C(=CC=2)C(=O)NCC3)=CC=N1.[Cl:17][C:18]1[CH:23]=[CH:22][C:21]([S:24][C:25]2[CH:26]=[N:27][N:28](C3CCCCO3)[C:29]=2[C:30]2[CH:39]=[C:38]3[C:33]([CH:34]=[C:35]([C:40]([O:42][CH3:43])=[O:41])[N:36]=[CH:37]3)=[CH:32][CH:31]=2)=[CH:20][CH:19]=1. (6) The reactants are: [N+:1]([C:4]1[CH:13]=[CH:12][C:7]([C:8]([O:10][CH3:11])=[O:9])=[C:6](Br)[CH:5]=1)([O-:3])=[O:2].[C:15]1([CH3:24])[CH:20]=[CH:19][CH:18]=[CH:17][C:16]=1B(O)O.C([O-])([O-])=O.[K+].[K+]. Given the product [N+:1]([C:4]1[CH:13]=[CH:12][C:7]([C:8]([O:10][CH3:11])=[O:9])=[C:6]([C:16]2[CH:17]=[CH:18][CH:19]=[CH:20][C:15]=2[CH3:24])[CH:5]=1)([O-:3])=[O:2], predict the reactants needed to synthesize it. (7) Given the product [C:1]([C:11]1[CH:16]=[CH:15][C:14]([C:17]2[CH:22]=[CH:21][C:20]([C:23]([O:25][CH3:26])=[O:24])=[CH:19][CH:18]=2)=[CH:13][CH:12]=1)#[C:2][CH2:3][CH2:4][CH2:5][CH2:6][CH2:7][CH2:8][CH3:9], predict the reactants needed to synthesize it. The reactants are: [CH:1]#[C:2][CH2:3][CH2:4][CH2:5][CH2:6][CH2:7][CH2:8][CH3:9].Br[C:11]1[CH:16]=[CH:15][C:14]([C:17]2[CH:22]=[CH:21][C:20]([C:23]([O:25][CH3:26])=[O:24])=[CH:19][CH:18]=2)=[CH:13][CH:12]=1.CCN(C(C)C)C(C)C. (8) Given the product [NH2:1][C:2]1[N:10]=[CH:9][N:8]=[C:7]2[C:3]=1[N:4]=[C:5]([S:18][C:19]1[CH:27]=[CH:26][C:22]3[O:23][CH2:24][O:25][C:21]=3[CH:20]=1)[N:6]2[CH2:11][CH2:12][CH2:13][OH:14], predict the reactants needed to synthesize it. The reactants are: [NH2:1][C:2]1[N:10]=[CH:9][N:8]=[C:7]2[C:3]=1[N:4]=[C:5]([S:18][C:19]1[CH:27]=[CH:26][C:22]3[O:23][CH2:24][O:25][C:21]=3[CH:20]=1)[N:6]2[CH2:11][CH2:12][CH2:13][O:14]C(=O)C.C([O-])([O-])=O.[K+].[K+]. (9) Given the product [O:21]1[CH2:20][CH2:19][CH:18]([NH:17][C:12]2[C:11]3[C:10]([C:24]4[CH:29]=[C:28]([C:30]([F:31])([F:33])[F:32])[CH:36]=[CH:26][N:25]=4)=[N:9][NH:8][C:16]=3[CH:15]=[CH:14][N:13]=2)[CH2:23][CH2:22]1, predict the reactants needed to synthesize it. The reactants are: COC1C=CC(C[N:8]2[C:16]3[CH:15]=[CH:14][N:13]=[C:12]([NH:17][CH:18]4[CH2:23][CH2:22][O:21][CH2:20][CH2:19]4)[C:11]=3[C:10]([C:24]3[CH:29]=[C:28]([C:30]([F:33])([F:32])[F:31])N=[CH:26][N:25]=3)=[N:9]2)=CC=1.[CH3:36]OC1C=CC(CN2C3C=CN=C(NC4CCOCC4)C=3C([Sn](C)(C)C)=N2)=CC=1.BrC1C=C(C(F)(F)F)N=CN=1.[Li+].[Cl-].